This data is from Full USPTO retrosynthesis dataset with 1.9M reactions from patents (1976-2016). The task is: Predict the reactants needed to synthesize the given product. Given the product [CH:35]1([NH:34][C:21]2[N:20]=[C:19]([NH:4][C:3]3[CH:5]=[CH:6][C:7](/[CH:9]=[CH:10]/[CH2:11][N:12]4[CH2:17][CH2:16][O:15][CH2:14][CH2:13]4)=[CH:8][C:2]=3[CH3:1])[N:27]=[C:26]3[C:22]=2[N:23]=[CH:24][NH:25]3)[CH2:36][CH2:37][CH2:38][CH2:39][CH2:40]1, predict the reactants needed to synthesize it. The reactants are: [CH3:1][C:2]1[CH:8]=[C:7]([C:9]#[C:10][CH2:11][N:12]2[CH2:17][CH2:16][O:15][CH2:14][CH2:13]2)[CH:6]=[CH:5][C:3]=1[NH2:4].Cl[C:19]1[N:27]=[C:26]2[C:22]([N:23]=[CH:24][N:25]2C2CCCCO2)=[C:21]([NH:34][CH:35]2[CH2:40][CH2:39][CH2:38][CH2:37][CH2:36]2)[N:20]=1.